This data is from Experimentally validated miRNA-target interactions with 360,000+ pairs, plus equal number of negative samples. The task is: Binary Classification. Given a miRNA mature sequence and a target amino acid sequence, predict their likelihood of interaction. The miRNA is hsa-miR-1247-3p with sequence CCCCGGGAACGUCGAGACUGGAGC. The protein sequence of the target gene is MPGPATDAGKIPFCDAKEEIRAGLESSEGGGGPERPGARGQRQNIVWRNVVLMSLLHLGAVYSLVLIPKAKPLTLLWAYFCFLLAALGVTAGAHRLWSHRSYRAKLPLRIFLAVANSMAFQNDIFEWSRDHRAHHKYSETDADPHNARRGFFFSHIGWLFVRKHRDVIEKGRKLDVTDLLADPVVRIQRKYYKISVVLMCFVVPTLVPWYIWGESLWNSYFLASILRYTISLNISWLVNSAAHMYGNRPYDKHISPRQNPLVALGAIGEGFHNYHHTFPFDYSASEFGLNFNPTTWFIDF.... Result: 1 (interaction).